From a dataset of Catalyst prediction with 721,799 reactions and 888 catalyst types from USPTO. Predict which catalyst facilitates the given reaction. (1) Reactant: [OH:1][NH:2][C:3](=[O:9])[O:4][C:5]([CH3:8])([CH3:7])[CH3:6].[OH-].[K+].Br[CH:13]([CH3:19])[C:14]([O:16][CH2:17][CH3:18])=[O:15]. Product: [C:5]([O:4][C:3]([NH:2][O:1][CH:13]([CH3:19])[C:14]([O:16][CH2:17][CH3:18])=[O:15])=[O:9])([CH3:8])([CH3:7])[CH3:6]. The catalyst class is: 14. (2) The catalyst class is: 8. Reactant: [CH2:1]([O:3][C:4](=[O:13])[C:5]([CH3:12])([CH3:11])[C:6]([O:8]CC)=[O:7])[CH3:2].[OH-].[K+]. Product: [CH2:1]([O:3][C:4](=[O:13])[C:5]([CH3:12])([CH3:11])[C:6]([OH:8])=[O:7])[CH3:2].